Dataset: Catalyst prediction with 721,799 reactions and 888 catalyst types from USPTO. Task: Predict which catalyst facilitates the given reaction. (1) Reactant: [Br:1][C:2]1[N:6]2[N:7]=[C:8](Cl)[CH:9]=[CH:10][C:5]2=[N:4][CH:3]=1.[NH:12]1[CH2:17][CH2:16][O:15][CH2:14][CH2:13]1.C(O)(C)(C)C. Product: [Br:1][C:2]1[N:6]2[N:7]=[C:8]([N:12]3[CH2:17][CH2:16][O:15][CH2:14][CH2:13]3)[CH:9]=[CH:10][C:5]2=[N:4][CH:3]=1. The catalyst class is: 6. (2) Reactant: [CH2:1]1[C:9]2[C:4](=[CH:5][C:6]([C:13]([OH:15])=[O:14])=[C:7]([C:10]([OH:12])=O)[CH:8]=2)[CH2:3][CH2:2]1. Product: [CH2:3]1[C:4]2[C:9](=[CH:8][C:7]3[C:10](=[O:12])[O:15][C:13](=[O:14])[C:6]=3[CH:5]=2)[CH2:1][CH2:2]1. The catalyst class is: 152.